Dataset: Catalyst prediction with 721,799 reactions and 888 catalyst types from USPTO. Task: Predict which catalyst facilitates the given reaction. (1) Reactant: Cl.Cl.C(O[C:6]([C:8]1[CH:9]=[C:10]2[C:14](=[CH:15][CH:16]=1)[NH:13][N:12]=[C:11]2[C:17]1[CH:26]=[CH:25][C:24]2[C:19](=[CH:20][CH:21]=[C:22]([C:27](=[O:31])[NH:28][CH2:29][CH3:30])[CH:23]=2)[CH:18]=1)=[NH:7])C.[N:32]1([CH2:37][C:38]([NH:40][NH2:41])=O)[CH2:36][CH2:35][CH2:34][CH2:33]1.C(N(CC)CC)C. Product: [CH2:29]([NH:28][C:27]([C:22]1[CH:21]=[CH:20][C:19]2[C:24](=[CH:25][CH:26]=[C:17]([C:11]3[C:10]4[C:14](=[CH:15][CH:16]=[C:8]([C:6]5[NH:41][N:40]=[C:38]([CH2:37][N:32]6[CH2:36][CH2:35][CH2:34][CH2:33]6)[N:7]=5)[CH:9]=4)[NH:13][N:12]=3)[CH:18]=2)[CH:23]=1)=[O:31])[CH3:30]. The catalyst class is: 5. (2) Reactant: [H-].[Na+].C(P([CH2:9][C:10]1[CH:19]=[CH:18][C:13]([C:14]([O:16][CH3:17])=[O:15])=[CH:12][CH:11]=1)(CC)=O)C.[CH:20](=O)[CH2:21][CH3:22].[Cl-].[NH4+]. The catalyst class is: 7. Product: [CH:9](/[C:10]1[CH:11]=[CH:12][C:13]([C:14]([O:16][CH3:17])=[O:15])=[CH:18][CH:19]=1)=[CH:20]\[CH2:21][CH3:22].